The task is: Regression. Given a peptide amino acid sequence and an MHC pseudo amino acid sequence, predict their binding affinity value. This is MHC class I binding data.. This data is from Peptide-MHC class I binding affinity with 185,985 pairs from IEDB/IMGT. (1) The peptide sequence is QFAGGSFDF. The MHC is HLA-A30:01 with pseudo-sequence HLA-A30:01. The binding affinity (normalized) is 0.0847. (2) The peptide sequence is SIPVSTNGKI. The MHC is HLA-A02:01 with pseudo-sequence HLA-A02:01. The binding affinity (normalized) is 0. (3) The peptide sequence is NFLKEQHCQK. The MHC is HLA-A33:01 with pseudo-sequence HLA-A33:01. The binding affinity (normalized) is 0.344. (4) The peptide sequence is LLRRRPYPL. The MHC is HLA-B57:01 with pseudo-sequence HLA-B57:01. The binding affinity (normalized) is 0.0847. (5) The peptide sequence is KIFLHFSIL. The MHC is HLA-B15:01 with pseudo-sequence HLA-B15:01. The binding affinity (normalized) is 0.0847. (6) The peptide sequence is FPRKYAAAF. The MHC is Mamu-A2201 with pseudo-sequence Mamu-A2201. The binding affinity (normalized) is 0.375. (7) The peptide sequence is KIMKVVNRW. The MHC is HLA-B57:01 with pseudo-sequence HLA-B57:01. The binding affinity (normalized) is 0.549.